Dataset: Forward reaction prediction with 1.9M reactions from USPTO patents (1976-2016). Task: Predict the product of the given reaction. Given the reactants [C:1](Cl)(=[O:7])[CH2:2][CH2:3][CH2:4][CH2:5][CH3:6].[CH3:9][O:10][C:11]1[CH:16]=[CH:15][C:14]([CH2:17][CH2:18][C:19]([O:21][CH2:22][CH3:23])=[O:20])=[CH:13][CH:12]=1.[Cl-].[Al+3].[Cl-].[Cl-].O, predict the reaction product. The product is: [C:1]([C:16]1[CH:15]=[C:14]([CH2:17][CH2:18][C:19]([O:21][CH2:22][CH3:23])=[O:20])[CH:13]=[CH:12][C:11]=1[O:10][CH3:9])(=[O:7])[CH2:2][CH2:3][CH2:4][CH2:5][CH3:6].